From a dataset of NCI-60 drug combinations with 297,098 pairs across 59 cell lines. Regression. Given two drug SMILES strings and cell line genomic features, predict the synergy score measuring deviation from expected non-interaction effect. (1) Drug 1: CC1=C2C(C(=O)C3(C(CC4C(C3C(C(C2(C)C)(CC1OC(=O)C(C(C5=CC=CC=C5)NC(=O)OC(C)(C)C)O)O)OC(=O)C6=CC=CC=C6)(CO4)OC(=O)C)OC)C)OC. Drug 2: CC(C)CN1C=NC2=C1C3=CC=CC=C3N=C2N. Cell line: LOX IMVI. Synergy scores: CSS=27.7, Synergy_ZIP=-3.06, Synergy_Bliss=-6.24, Synergy_Loewe=-31.4, Synergy_HSA=-5.12. (2) Drug 1: CC1C(C(=O)NC(C(=O)N2CCCC2C(=O)N(CC(=O)N(C(C(=O)O1)C(C)C)C)C)C(C)C)NC(=O)C3=C4C(=C(C=C3)C)OC5=C(C(=O)C(=C(C5=N4)C(=O)NC6C(OC(=O)C(N(C(=O)CN(C(=O)C7CCCN7C(=O)C(NC6=O)C(C)C)C)C)C(C)C)C)N)C. Drug 2: CNC(=O)C1=NC=CC(=C1)OC2=CC=C(C=C2)NC(=O)NC3=CC(=C(C=C3)Cl)C(F)(F)F. Cell line: NCI-H226. Synergy scores: CSS=8.26, Synergy_ZIP=1.85, Synergy_Bliss=-4.48, Synergy_Loewe=-62.8, Synergy_HSA=-6.10. (3) Drug 1: C1CCN(CC1)CCOC2=CC=C(C=C2)C(=O)C3=C(SC4=C3C=CC(=C4)O)C5=CC=C(C=C5)O. Drug 2: C1=CN(C(=O)N=C1N)C2C(C(C(O2)CO)O)O.Cl. Cell line: SK-MEL-28. Synergy scores: CSS=12.7, Synergy_ZIP=1.10, Synergy_Bliss=6.68, Synergy_Loewe=-14.4, Synergy_HSA=0.683. (4) Drug 1: C1C(C(OC1N2C=NC(=NC2=O)N)CO)O. Drug 2: COCCOC1=C(C=C2C(=C1)C(=NC=N2)NC3=CC=CC(=C3)C#C)OCCOC.Cl. Cell line: HCC-2998. Synergy scores: CSS=14.1, Synergy_ZIP=4.76, Synergy_Bliss=3.99, Synergy_Loewe=-7.87, Synergy_HSA=0.194. (5) Drug 2: CC1=CC=C(C=C1)C2=CC(=NN2C3=CC=C(C=C3)S(=O)(=O)N)C(F)(F)F. Drug 1: CN(CC1=CN=C2C(=N1)C(=NC(=N2)N)N)C3=CC=C(C=C3)C(=O)NC(CCC(=O)O)C(=O)O. Synergy scores: CSS=28.0, Synergy_ZIP=2.20, Synergy_Bliss=-1.55, Synergy_Loewe=-33.1, Synergy_HSA=-5.12. Cell line: 786-0. (6) Drug 1: CCN(CC)CCNC(=O)C1=C(NC(=C1C)C=C2C3=C(C=CC(=C3)F)NC2=O)C. Drug 2: CCN(CC)CCCC(C)NC1=C2C=C(C=CC2=NC3=C1C=CC(=C3)Cl)OC. Cell line: SK-MEL-28. Synergy scores: CSS=7.04, Synergy_ZIP=-1.48, Synergy_Bliss=-1.99, Synergy_Loewe=-2.56, Synergy_HSA=-2.12. (7) Drug 1: C1CC(=O)NC(=O)C1N2CC3=C(C2=O)C=CC=C3N. Drug 2: C1CC(C1)(C(=O)O)C(=O)O.[NH2-].[NH2-].[Pt+2]. Cell line: T-47D. Synergy scores: CSS=3.83, Synergy_ZIP=-3.16, Synergy_Bliss=-2.99, Synergy_Loewe=-2.47, Synergy_HSA=-2.35.